From a dataset of Forward reaction prediction with 1.9M reactions from USPTO patents (1976-2016). Predict the product of the given reaction. (1) The product is: [I:1][C:2]1[C:7]([CH3:8])=[CH:6][CH:5]=[CH:4][C:3]=1[C@@H:9]([OH:11])[CH3:10]. Given the reactants [I:1][C:2]1[C:7]([CH3:8])=[CH:6][CH:5]=[CH:4][C:3]=1[C:9](=[O:11])[CH3:10].B(Cl)([C@H]1[C@H](C)C2C(C)(C)C(CC2)C1)[C@H]1[C@H](C)C2C(C)(C)C(CC2)C1.CO.C(CN)O, predict the reaction product. (2) Given the reactants S(Cl)(Cl)=O.[Br:5][C:6]1[CH:11]=[CH:10][C:9](/[C:12](=[CH:16]\[C:17]2[CH:18]=[N:19][CH:20]=[CH:21][CH:22]=2)/[C:13]([OH:15])=[O:14])=[CH:8][CH:7]=1.[CH3:23]O, predict the reaction product. The product is: [Br:5][C:6]1[CH:11]=[CH:10][C:9](/[C:12](=[CH:16]\[C:17]2[CH:18]=[N:19][CH:20]=[CH:21][CH:22]=2)/[C:13]([O:15][CH3:23])=[O:14])=[CH:8][CH:7]=1. (3) Given the reactants [CH:1]([N:14]1[CH2:17][CH:16]([C:18]2[CH:23]=[CH:22][C:21]([N+:24]([O-])=O)=[C:20]([O:27][CH3:28])[CH:19]=2)[CH2:15]1)([C:8]1[CH:13]=[CH:12][CH:11]=[CH:10][CH:9]=1)[C:2]1[CH:7]=[CH:6][CH:5]=[CH:4][CH:3]=1.Cl.CC(O)C, predict the reaction product. The product is: [CH:1]([N:14]1[CH2:17][CH:16]([C:18]2[CH:23]=[CH:22][C:21]([NH2:24])=[C:20]([O:27][CH3:28])[CH:19]=2)[CH2:15]1)([C:2]1[CH:3]=[CH:4][CH:5]=[CH:6][CH:7]=1)[C:8]1[CH:9]=[CH:10][CH:11]=[CH:12][CH:13]=1. (4) Given the reactants O.[O:2]=[C:3]1[C:12]2[C:7](=[CH:8][CH:9]=[CH:10][CH:11]=2)[O:6][CH2:5][C:4]1=[CH:13][C:14]1[CH:23]=[CH:22][C:17]([C:18]([O:20][CH3:21])=[O:19])=[CH:16][CH:15]=1, predict the reaction product. The product is: [CH3:21][O:20][C:18](=[O:19])[C:17]1[CH:22]=[CH:23][C:14]([CH2:13][C:4]2[C:3](=[O:2])[C:12]3[C:7](=[CH:8][CH:9]=[CH:10][CH:11]=3)[O:6][CH:5]=2)=[CH:15][CH:16]=1.